Task: Predict the reaction yield, written as a fraction of the theoretical maximum amount of product (1.0 means a 100% yield; for example, 0.34 means a 34% yield).. Dataset: Reaction yield outcomes from USPTO patents with 853,638 reactions (1) The product is [N:22]1([CH2:20][C:15]2[NH:16][C:17]3[C:13]([CH:14]=2)=[CH:12][C:11]([O:10][C:2]2[S:1][C:5]4[CH:6]=[CH:7][CH:8]=[CH:9][C:4]=4[N:3]=2)=[CH:19][CH:18]=3)[CH2:27][CH2:26][CH2:25][CH2:24][CH2:23]1. The catalyst is C1COCC1. The yield is 0.540. The reactants are [S:1]1[C:5]2[CH:6]=[CH:7][CH:8]=[CH:9][C:4]=2[N:3]=[C:2]1[O:10][C:11]1[CH:12]=[C:13]2[C:17](=[CH:18][CH:19]=1)[NH:16][C:15]([C:20]([N:22]1[CH2:27][CH2:26][CH2:25][CH2:24][CH2:23]1)=O)=[CH:14]2.[H-].[H-].[H-].[H-].[Li+].[Al+3].O. (2) The reactants are [C:1]([O:5][C:6](=[O:31])[NH:7][CH2:8][CH2:9][CH:10]([NH2:30])[C:11]1[N:20]([CH2:21][C:22]2[CH:27]=[CH:26][CH:25]=[CH:24][CH:23]=2)[C:19](=[O:28])[C:18]2[C:13](=[CH:14][C:15]([Cl:29])=[CH:16][CH:17]=2)[N:12]=1)([CH3:4])([CH3:3])[CH3:2].CCN(C(C)C)C(C)C.[C:41]1([CH3:49])[CH:46]=[CH:45][C:44]([CH:47]=O)=[CH:43][CH:42]=1.C(O[BH-](OC(=O)C)OC(=O)C)(=O)C.[Na+]. The catalyst is C(Cl)Cl. The product is [C:1]([O:5][C:6](=[O:31])[NH:7][CH2:8][CH2:9][CH:10]([C:11]1[N:20]([CH2:21][C:22]2[CH:23]=[CH:24][CH:25]=[CH:26][CH:27]=2)[C:19](=[O:28])[C:18]2[C:13](=[CH:14][C:15]([Cl:29])=[CH:16][CH:17]=2)[N:12]=1)[NH:30][CH2:49][C:41]1[CH:46]=[CH:45][C:44]([CH3:47])=[CH:43][CH:42]=1)([CH3:4])([CH3:2])[CH3:3]. The yield is 0.880. (3) The yield is 0.990. The catalyst is C(Cl)Cl. The reactants are [NH2:1][C:2]1[CH:6]=[C:5]([Cl:7])[N:4]([C:8]2[CH:13]=[CH:12][C:11]([C:14]3[CH:18]=[CH:17][S:16][CH:15]=3)=[CH:10][CH:9]=2)[C:3]=1[C:19]([O:21][CH2:22][CH3:23])=[O:20].N1C=CC=CC=1.[CH3:30][O:31][C:32]1[CH:33]=[C:34]([CH2:38][C:39](Cl)=[O:40])[CH:35]=[CH:36][CH:37]=1. The product is [Cl:7][C:5]1[N:4]([C:8]2[CH:9]=[CH:10][C:11]([C:14]3[CH:18]=[CH:17][S:16][CH:15]=3)=[CH:12][CH:13]=2)[C:3]([C:19]([O:21][CH2:22][CH3:23])=[O:20])=[C:2]([NH:1][C:39](=[O:40])[CH2:38][C:34]2[CH:35]=[CH:36][CH:37]=[C:32]([O:31][CH3:30])[CH:33]=2)[CH:6]=1. (4) The reactants are [CH:1]1([CH:4]([OH:8])[C:5]([NH2:7])=[O:6])[CH2:3][CH2:2]1.[H-].[Na+].[O:11]1[C:15]2[CH:16]=[CH:17][CH:18]=[CH:19][C:14]=2[CH:13]=[C:12]1[C:20]1[N:24]2[N:25]=[C:26](Cl)[CH:27]=[CH:28][C:23]2=[N:22][CH:21]=1. The catalyst is CN(C=O)C. The product is [O:11]1[C:15]2[CH:16]=[CH:17][CH:18]=[CH:19][C:14]=2[CH:13]=[C:12]1[C:20]1[N:24]2[N:25]=[C:26]([NH:7][C:5](=[O:6])[CH:4]([CH:1]3[CH2:3][CH2:2]3)[OH:8])[CH:27]=[CH:28][C:23]2=[N:22][CH:21]=1. The yield is 0.810.